Task: Predict the product of the given reaction.. Dataset: Forward reaction prediction with 1.9M reactions from USPTO patents (1976-2016) Given the reactants [CH:1](=O)[C:2]1[C:3](=[CH:5][CH:6]=[CH:7][CH:8]=1)[OH:4].[NH2:10][C:11]1[CH:16]=[CH:15][CH:14]=[CH:13][C:12]=1[SH:17].S(S([O-])=O)([O-])(=O)=O.[Na+].[Na+], predict the reaction product. The product is: [OH:4][C:3]1[CH:5]=[CH:6][CH:7]=[CH:8][C:2]=1[C:1]1[S:17][C:12]2[CH:13]=[CH:14][CH:15]=[CH:16][C:11]=2[N:10]=1.